Dataset: Reaction yield outcomes from USPTO patents with 853,638 reactions. Task: Predict the reaction yield, written as a fraction of the theoretical maximum amount of product (1.0 means a 100% yield; for example, 0.34 means a 34% yield). (1) The reactants are Br[C:2]1[CH:3]=[C:4]2[C:8](=[C:9]([C:11]([NH2:13])=[O:12])[CH:10]=1)[NH:7][CH:6]=[C:5]2[CH:14]1[CH2:19][CH2:18][S:17](=[O:21])(=[O:20])[C:16]([CH3:23])([CH3:22])[CH2:15]1.[O:24]1[CH2:29][CH2:28]O[CH2:26][CH2:25]1.O1C=CC(B(O)O)=C1.C([O-])([O-])=O.[K+].[K+]. The catalyst is C1C=CC(P(C2C=CC=CC=2)[C-]2C=CC=C2)=CC=1.C1C=CC(P(C2C=CC=CC=2)[C-]2C=CC=C2)=CC=1.Cl[Pd]Cl.[Fe+2].O. The product is [CH3:22][C:16]1([CH3:23])[CH2:15][CH:14]([C:5]2[C:4]3[C:8](=[C:9]([C:11]([NH2:13])=[O:12])[CH:10]=[C:2]([C:26]4[CH:28]=[CH:29][O:24][CH:25]=4)[CH:3]=3)[NH:7][CH:6]=2)[CH2:19][CH2:18][S:17]1(=[O:21])=[O:20]. The yield is 0.260. (2) The reactants are [C:1]1(=[O:10])[C:9]2[C:4](=[CH:5][CH:6]=[CH:7][CH:8]=2)[CH2:3][O:2]1.[N+:11]([O-])([O-:13])=[O:12].[K+]. The catalyst is OS(O)(=O)=O. The product is [N+:11]([C:7]1[CH:8]=[C:9]2[C:4]([CH2:3][O:2][C:1]2=[O:10])=[CH:5][CH:6]=1)([O-:13])=[O:12]. The yield is 0.800. (3) The reactants are [Cl-].O[NH3+:3].[C:4](=[O:7])([O-])[OH:5].[Na+].CS(C)=O.[CH3:13][C:14]1[N:15]=[C:16]([CH2:42][CH2:43][CH3:44])[N:17]([CH2:27][C:28]2[CH:33]=[CH:32][C:31]([C:34]3[C:35]([C:40]#[N:41])=[CH:36][CH:37]=[CH:38][CH:39]=3)=[CH:30][CH:29]=2)[C:18](=[O:26])[C:19]=1[C:20]1[CH:25]=[CH:24][CH:23]=[CH:22][CH:21]=1. The catalyst is O.C(OCC)(=O)C. The product is [CH3:13][C:14]1[N:15]=[C:16]([CH2:42][CH2:43][CH3:44])[N:17]([CH2:27][C:28]2[CH:33]=[CH:32][C:31]([C:34]3[CH:39]=[CH:38][CH:37]=[CH:36][C:35]=3[C:40]3[NH:3][C:4](=[O:7])[O:5][N:41]=3)=[CH:30][CH:29]=2)[C:18](=[O:26])[C:19]=1[C:20]1[CH:21]=[CH:22][CH:23]=[CH:24][CH:25]=1. The yield is 0.550. (4) The reactants are B(Cl)(Cl)Cl.[CH3:5][NH:6][C:7]([C:9]1[C:13]2[CH:14]=[C:15]([O:23][CH:24](C)C)[C:16]([NH:18][S:19]([CH3:22])(=[O:21])=[O:20])=[CH:17][C:12]=2[O:11][C:10]=1[C:27]1[CH:32]=[CH:31][C:30]([F:33])=[CH:29][CH:28]=1)=[O:8].Cl[CH2:35]Cl. No catalyst specified. The product is [CH3:5][NH:6][C:7]([C:9]1[C:13]2[CH:14]=[C:15]([O:23][CH3:24])[C:16]([N:18]([S:19]([CH3:22])(=[O:21])=[O:20])[CH3:35])=[CH:17][C:12]=2[O:11][C:10]=1[C:27]1[CH:28]=[CH:29][C:30]([F:33])=[CH:31][CH:32]=1)=[O:8]. The yield is 1.00. (5) The reactants are [Cl:1][C:2]1[N:3]=[C:4]([C:9]([NH:11][C@H:12]2[CH2:17][CH2:16][N:15]([C:18]3[O:19][C:20]([CH2:30][CH3:31])=[C:21]([C:23]([O:25]CCCC)=[O:24])[N:22]=3)[CH2:14][C@H:13]2[O:32][CH2:33][CH3:34])=[O:10])[NH:5][C:6]=1[CH2:7][CH3:8].[OH-].[Li+].CO. The catalyst is C1COCC1. The product is [Cl:1][C:2]1[N:3]=[C:4]([C:9]([NH:11][C@H:12]2[CH2:17][CH2:16][N:15]([C:18]3[O:19][C:20]([CH2:30][CH3:31])=[C:21]([C:23]([OH:25])=[O:24])[N:22]=3)[CH2:14][C@H:13]2[O:32][CH2:33][CH3:34])=[O:10])[NH:5][C:6]=1[CH2:7][CH3:8]. The yield is 0.750. (6) The reactants are F[C:2]1[CH:7]=[CH:6][CH:5]=[CH:4][C:3]=1[S:8]([NH:11][CH:12]([CH3:36])[C:13]([NH:15][CH:16]1[C:22](=[O:23])[N:21]([CH3:24])[C:20]2[CH:25]=[CH:26][CH:27]=[CH:28][C:19]=2[C:18]([C:29]2[CH:34]=[CH:33][C:32](F)=[CH:31][CH:30]=2)=[N:17]1)=[O:14])(=[O:10])=[O:9].[F:37][C:38]([F:50])([F:49])C1C=CC=CC=1S(Cl)(=O)=O. No catalyst specified. The product is [CH3:24][N:21]1[C:20]2[CH:25]=[CH:26][CH:27]=[CH:28][C:19]=2[C:18]([C:29]2[CH:30]=[CH:31][CH:32]=[CH:33][CH:34]=2)=[N:17][CH:16]([NH:15][C:13](=[O:14])[CH:12]([NH:11][S:8]([C:3]2[CH:4]=[CH:5][CH:6]=[CH:7][C:2]=2[C:38]([F:50])([F:49])[F:37])(=[O:10])=[O:9])[CH3:36])[C:22]1=[O:23]. The yield is 0.680. (7) The reactants are [CH2:1]([C@H:3]1[CH2:8][N:7]([CH:9]2[CH2:12][O:11][CH2:10]2)[CH2:6][CH2:5][N:4]1[C:13]1[CH:14]=[CH:15][C:16]([NH:19][C:20]2[C:25](=[O:26])[N:24]([CH3:27])[CH:23]=[C:22]([C:28]3[CH:35]=[C:34]([F:36])[CH:33]=[C:32]([N:37]4[CH:49]=[CH:48][N:40]5[C:41]6[CH2:42][CH2:43][CH2:44][CH2:45][C:46]=6[CH:47]=[C:39]5[C:38]4=[O:50])[C:29]=3[CH:30]=[O:31])[CH:21]=2)=[N:17][CH:18]=1)[CH3:2].[BH4-].[Na+]. The catalyst is CO. The product is [CH2:1]([C@H:3]1[CH2:8][N:7]([CH:9]2[CH2:10][O:11][CH2:12]2)[CH2:6][CH2:5][N:4]1[C:13]1[CH:14]=[CH:15][C:16]([NH:19][C:20]2[C:25](=[O:26])[N:24]([CH3:27])[CH:23]=[C:22]([C:28]3[C:29]([CH2:30][OH:31])=[C:32]([N:37]4[CH:49]=[CH:48][N:40]5[C:41]6[CH2:42][CH2:43][CH2:44][CH2:45][C:46]=6[CH:47]=[C:39]5[C:38]4=[O:50])[CH:33]=[C:34]([F:36])[CH:35]=3)[CH:21]=2)=[N:17][CH:18]=1)[CH3:2]. The yield is 0.310.